This data is from Catalyst prediction with 721,799 reactions and 888 catalyst types from USPTO. The task is: Predict which catalyst facilitates the given reaction. (1) Reactant: [F:1][C:2]([F:7])([F:6])[C:3]([OH:5])=[O:4].[C:8]([C:10]1[CH:15]=[CH:14][C:13]([C:16]([NH:30][CH2:31][CH2:32][CH2:33][NH:34][S:35]([C:38]2[CH:43]=[CH:42][CH:41]=[C:40]([OH:44])[CH:39]=2)(=[O:37])=[O:36])([C:23]2[CH:28]=[CH:27][C:26]([F:29])=[CH:25][CH:24]=2)[C:17]2[N:18]([CH3:22])[CH:19]=[N:20][CH:21]=2)=[CH:12][C:11]=1F)#[N:9].C([O-])([O-])=O.[Cs+].[Cs+]. Product: [F:1][C:2]([F:7])([F:6])[C:3]([O-:5])=[O:4].[F:1][C:2]([F:7])([F:6])[C:3]([O-:5])=[O:4].[C:8]([C:10]1[C:15]2=[CH:14][C:13]([C:16]([C:23]3[CH:28]=[CH:27][C:26]([F:29])=[CH:25][CH:24]=3)([C:17]3[NH+:18]([CH3:22])[CH:19]=[N:20][CH:21]=3)[NH2+:30][CH2:31][CH2:32][CH2:33][NH:34][S:35](=[O:37])(=[O:36])[C:38]3[CH:39]=[C:40]([O:44]2)[CH:41]=[CH:42][CH:43]=3)=[CH:12][CH:11]=1)#[N:9]. The catalyst class is: 3. (2) Reactant: Cl[C:2]1[C:11]([C:12]2[CH:17]=[CH:16][CH:15]=[CH:14][CH:13]=2)=[C:10]([Cl:18])[C:9]2[C:4](=[CH:5][CH:6]=[C:7]([C:19]([C:31]3[N:35]([CH3:36])[CH:34]=[N:33][CH:32]=3)([C:21]3[CH:22]=[N:23][C:24]([C:27]([F:30])([F:29])[F:28])=[CH:25][CH:26]=3)[OH:20])[CH:8]=2)[N:3]=1.C(O)(C(F)(F)F)=O.[NH:44]1[CH2:47][CH2:46][CH2:45]1.CN(C)C=O. Product: [N:44]1([C:2]2[C:11]([C:12]3[CH:13]=[CH:14][CH:15]=[CH:16][CH:17]=3)=[C:10]([Cl:18])[C:9]3[C:4](=[CH:5][CH:6]=[C:7]([C:19]([C:31]4[N:35]([CH3:36])[CH:34]=[N:33][CH:32]=4)([C:21]4[CH:22]=[N:23][C:24]([C:27]([F:28])([F:30])[F:29])=[CH:25][CH:26]=4)[OH:20])[CH:8]=3)[N:3]=2)[CH2:47][CH2:46][CH2:45]1. The catalyst class is: 13. (3) Reactant: Cl[C:2]1[N:7]=[CH:6][C:5]([C:8]([NH:10][CH:11]2[CH2:16][CH2:15][C:14](=[CH:17][C:18]3[CH:23]=[CH:22][CH:21]=[C:20]([O:24][C:25]4[CH:30]=[CH:29][C:28]([C:31]([F:34])([F:33])[F:32])=[CH:27][N:26]=4)[CH:19]=3)[CH2:13][CH2:12]2)=[O:9])=[CH:4][CH:3]=1.[CH3:35][NH:36][CH3:37]. Product: [CH3:35][N:36]([CH3:37])[C:2]1[N:7]=[CH:6][C:5]([C:8]([NH:10][CH:11]2[CH2:16][CH2:15][C:14](=[CH:17][C:18]3[CH:23]=[CH:22][CH:21]=[C:20]([O:24][C:25]4[CH:30]=[CH:29][C:28]([C:31]([F:34])([F:33])[F:32])=[CH:27][N:26]=4)[CH:19]=3)[CH2:13][CH2:12]2)=[O:9])=[CH:4][CH:3]=1. The catalyst class is: 121. (4) Reactant: [O:1]1[CH2:7][CH2:6][CH2:5][N:4]([CH2:8][C:9]#[N:10])[CH2:3][CH2:2]1. Product: [O:1]1[CH2:7][CH2:6][CH2:5][N:4]([CH2:8][CH2:9][NH2:10])[CH2:3][CH2:2]1. The catalyst class is: 319. (5) Reactant: [CH3:1][C:2]1[CH:7]=[CH:6][C:5]([C:8]2[CH:13]=[C:12]([C:14]([N:16]3[CH2:20][CH2:19][CH2:18][CH2:17]3)=[O:15])[CH:11]=[C:10]([C:21]([OH:23])=O)[CH:9]=2)=[CH:4][CH:3]=1.Cl.[CH3:25][C:26]1[S:27][CH:28]=[C:29]([CH:31]([NH2:33])[CH3:32])[N:30]=1.F[P-](F)(F)(F)(F)F.C[N+](C)=C(N(C)C)ON1C2N=CC=CC=2N=N1.C(N(CC)C(C)C)(C)C. Product: [CH3:1][C:2]1[CH:3]=[CH:4][C:5]([C:8]2[CH:13]=[C:12]([C:14]([N:16]3[CH2:20][CH2:19][CH2:18][CH2:17]3)=[O:15])[CH:11]=[C:10]([C:21]([NH:33][CH:31]([C:29]3[N:30]=[C:26]([CH3:25])[S:27][CH:28]=3)[CH3:32])=[O:23])[CH:9]=2)=[CH:6][CH:7]=1. The catalyst class is: 9. (6) Reactant: [C:1]([O:5][C:6]([NH:8][CH2:9][C:10]1[CH:15]=[CH:14][C:13]([N:16]2[C:22]3[CH:23]=[CH:24][CH:25]=[CH:26][C:21]=3[N:20]([CH2:27][C:28]([O:30][CH3:31])=[O:29])[C:19](=[O:32])[CH:18]([CH2:33][C:34](O)=[O:35])[C:17]2=[O:37])=[CH:12][CH:11]=1)=[O:7])([CH3:4])([CH3:3])[CH3:2].[F:38][C:39]1[CH:46]=[CH:45][CH:44]=[CH:43][C:40]=1[CH2:41][NH2:42].P(C#N)(OCC)(OCC)=O.C(N(CC)CC)C. Product: [F:38][C:39]1[CH:46]=[CH:45][CH:44]=[CH:43][C:40]=1[CH2:41][NH:42][C:34](=[O:35])[CH2:33][CH:18]1[C:17](=[O:37])[N:16]([C:13]2[CH:12]=[CH:11][C:10]([CH2:9][NH:8][C:6]([O:5][C:1]([CH3:4])([CH3:3])[CH3:2])=[O:7])=[CH:15][CH:14]=2)[C:22]2[CH:23]=[CH:24][CH:25]=[CH:26][C:21]=2[N:20]([CH2:27][C:28]([O:30][CH3:31])=[O:29])[C:19]1=[O:32]. The catalyst class is: 145. (7) Reactant: [F:1][C:2]1[CH:7]=[CH:6][C:5]([C:8]2[C:12](/[CH:13]=[CH:14]/[C:15]3[CH:16]=[C:17]([C:21](O)=[O:22])[N:18]([CH3:20])[N:19]=3)=[C:11]([CH3:24])[O:10][N:9]=2)=[CH:4][CH:3]=1.O.O[N:27]1[C:31]2[CH:32]=CC=C[C:30]=2N=N1.C(N(C(C)C)C(C)C)C.C(N)(C)C.[Cl-].[Na+]. Product: [CH:31]([NH:27][C:21]([C:17]1[N:18]([CH3:20])[N:19]=[C:15](/[CH:14]=[CH:13]/[C:12]2[C:8]([C:5]3[CH:4]=[CH:3][C:2]([F:1])=[CH:7][CH:6]=3)=[N:9][O:10][C:11]=2[CH3:24])[CH:16]=1)=[O:22])([CH3:32])[CH3:30]. The catalyst class is: 3.